This data is from Peptide-MHC class I binding affinity with 185,985 pairs from IEDB/IMGT. The task is: Regression. Given a peptide amino acid sequence and an MHC pseudo amino acid sequence, predict their binding affinity value. This is MHC class I binding data. (1) The peptide sequence is QPQYSQPQQPI. The MHC is HLA-B35:01 with pseudo-sequence HLA-B35:01. The binding affinity (normalized) is 0. (2) The peptide sequence is VLPHLCLDYK. The MHC is HLA-A11:01 with pseudo-sequence HLA-A11:01. The binding affinity (normalized) is 0.513. (3) The MHC is HLA-B53:01 with pseudo-sequence HLA-B53:01. The binding affinity (normalized) is 0. The peptide sequence is QPFPQPQL.